Dataset: Full USPTO retrosynthesis dataset with 1.9M reactions from patents (1976-2016). Task: Predict the reactants needed to synthesize the given product. (1) Given the product [CH3:17][O:16][C:9]1[CH:10]=[CH:11][C:12]([O:14][CH3:15])=[CH:13][C:8]=1[C:6]1[N:7]=[C:2]([NH:42][C:41]2[CH:40]=[CH:39][C:38]([N:35]3[CH2:34][CH2:33][N:32]([CH2:30][CH3:31])[CH2:37][CH2:36]3)=[CH:44][CH:43]=2)[C:3]2[NH:20][N:19]=[CH:18][C:4]=2[N:5]=1, predict the reactants needed to synthesize it. The reactants are: Cl[C:2]1[C:3]2[C:4](=[CH:18][N:19](CC3C=CC(OC)=CC=3)[N:20]=2)[N:5]=[C:6]([C:8]2[CH:13]=[C:12]([O:14][CH3:15])[CH:11]=[CH:10][C:9]=2[O:16][CH3:17])[N:7]=1.[CH2:30]([N:32]1[CH2:37][CH2:36][N:35]([C:38]2[CH:44]=[CH:43][C:41]([NH2:42])=[CH:40][CH:39]=2)[CH2:34][CH2:33]1)[CH3:31].Cl. (2) Given the product [OH:23][C@H:14]([CH2:15][O:16][C:17]1[CH:22]=[CH:21][CH:20]=[CH:19][CH:18]=1)[CH2:13][NH:12][CH:10]1[CH2:9][CH2:8][CH2:7][C:6]2[CH:38]=[CH:39][C:3]([CH2:45][O:44][C:41](=[O:43])[CH3:42])=[CH:4][C:5]=2[CH2:11]1, predict the reactants needed to synthesize it. The reactants are: OC[C:3]1[CH:39]=[CH:38][C:6]2[CH2:7][CH2:8][CH2:9][CH:10]([N:12](C(OC(C)(C)C)=O)[CH2:13][C@H:14]([O:23][Si](CC)(CC)CC)[CH2:15][O:16][C:17]3[CH:22]=[CH:21][CH:20]=[CH:19][CH:18]=3)[CH2:11][C:5]=2[CH:4]=1.Cl.[C:41]([O:44][CH2:45]C)(=[O:43])[CH3:42]. (3) Given the product [Cl:1][C:2]1[N:3]=[CH:4][C:5]2[N:11]([CH3:21])[C:10](=[O:12])[C:9]([Cl:14])([Cl:13])[CH2:8][N:7]([CH:15]3[CH2:19][CH2:18][CH2:17][CH2:16]3)[C:6]=2[N:20]=1, predict the reactants needed to synthesize it. The reactants are: [Cl:1][C:2]1[N:3]=[CH:4][C:5]2[NH:11][C:10](=[O:12])[C:9]([Cl:14])([Cl:13])[CH2:8][N:7]([CH:15]3[CH2:19][CH2:18][CH2:17][CH2:16]3)[C:6]=2[N:20]=1.[C:21](=O)([O-])[O-].[Cs+].[Cs+].IC. (4) Given the product [Cl:7][C:8]1[CH:13]=[CH:12][CH:11]=[CH:10][C:9]=1[CH:14]([NH:19][S:2]([CH3:1])(=[O:4])=[O:3])[CH2:15][N+:16]([O-:18])=[O:17], predict the reactants needed to synthesize it. The reactants are: [CH3:1][S:2](Cl)(=[O:4])=[O:3].Cl.[Cl:7][C:8]1[CH:13]=[CH:12][CH:11]=[CH:10][C:9]=1[CH:14]([NH2:19])[CH2:15][N+:16]([O-:18])=[O:17]. (5) Given the product [F:1][C:2]1[CH:3]=[C:4]2[C:9](=[CH:10][CH:11]=1)[N:8]=[CH:7][CH:6]=[C:5]2[C@@H:12]1[CH2:17][CH2:16][C@H:15]([NH2:25])[CH2:14][CH2:13]1, predict the reactants needed to synthesize it. The reactants are: [F:1][C:2]1[CH:3]=[C:4]2[C:9](=[CH:10][CH:11]=1)[N:8]=[CH:7][CH:6]=[C:5]2[CH:12]1[CH2:17][CH2:16][C:15](=O)[CH2:14][CH2:13]1.C([O-])(=O)C.[NH4+].C([BH3-])#[N:25].[Na+]. (6) Given the product [O:8]1[CH2:9][CH2:10][CH2:11][CH2:12][CH:7]1[O:6][C:5]1[CH:13]=[CH:14][C:2]([N:29]2[CH2:30][CH2:31][CH:26]([CH2:25][CH2:24][CH2:23][C:20]3[CH:19]=[CH:18][C:17]([C:16]([F:15])([F:32])[F:33])=[CH:22][CH:21]=3)[CH2:27][CH2:28]2)=[CH:3][CH:4]=1, predict the reactants needed to synthesize it. The reactants are: I[C:2]1[CH:14]=[CH:13][C:5]([O:6][CH:7]2[CH2:12][CH2:11][CH2:10][CH2:9][O:8]2)=[CH:4][CH:3]=1.[F:15][C:16]([F:33])([F:32])[C:17]1[CH:22]=[CH:21][C:20]([CH2:23][CH2:24][CH2:25][CH:26]2[CH2:31][CH2:30][NH:29][CH2:28][CH2:27]2)=[CH:19][CH:18]=1.CC(C)([O-])C.[Na+].O. (7) Given the product [CH3:22][S:23][C:24]1[N:25]=[C:10]([OH:11])[C:9]([S:8][CH2:7][C:6]2[CH:14]=[CH:15][C:3]([O:2][CH3:1])=[CH:4][CH:5]=2)=[CH:16][N:26]=1, predict the reactants needed to synthesize it. The reactants are: [CH3:1][O:2][C:3]1[CH:15]=[CH:14][C:6]([CH2:7][S:8][CH2:9][C:10](OC)=[O:11])=[CH:5][CH:4]=1.[CH:16](OCC)=O.[Na].[CH3:22][S:23][C:24](=[NH:26])[NH2:25].S([O-])([O-])(=O)=O.N. (8) Given the product [CH3:1][O:2][C:3]([C:5]1[N:6]=[C:7]([NH:10][C:11](=[O:29])[C@@H:12]([NH2:21])[C@H:13]([C:15]2[CH:16]=[CH:17][CH:18]=[CH:19][CH:20]=2)[CH3:14])[S:8][CH:9]=1)=[O:4], predict the reactants needed to synthesize it. The reactants are: [CH3:1][O:2][C:3]([C:5]1[N:6]=[C:7]([NH:10][C:11](=[O:29])[C@@H:12]([NH:21]C(OC(C)(C)C)=O)[C@H:13]([C:15]2[CH:20]=[CH:19][CH:18]=[CH:17][CH:16]=2)[CH3:14])[S:8][CH:9]=1)=[O:4].FC(F)(F)C(O)=O. (9) Given the product [F:36][C:33]1[CH:34]=[CH:35][C:30]([CH:8]([C:5]2[CH:4]=[CH:3][C:2]([F:1])=[CH:7][CH:6]=2)[C@H:9]2[N:14]3[CH2:15][CH2:16][N:17]([C:19](=[O:22])[CH2:20][OH:21])[CH2:18][C@H:13]3[CH2:12][NH:11][CH2:10]2)=[CH:31][CH:32]=1, predict the reactants needed to synthesize it. The reactants are: [F:1][C:2]1[CH:7]=[CH:6][C:5]([CH:8]([C:30]2[CH:35]=[CH:34][C:33]([F:36])=[CH:32][CH:31]=2)[C@H:9]2[N:14]3[CH2:15][CH2:16][N:17]([C:19](=[O:22])[CH2:20][OH:21])[CH2:18][C@H:13]3[CH2:12][N:11](C(OC(C)(C)C)=O)[CH2:10]2)=[CH:4][CH:3]=1. (10) Given the product [BrH:39].[CH3:38][N:34]1[CH:35]=[CH:36][N:37]=[C:33]1[S:32][C:20]1[CH:19]=[C:18]([CH:23]=[C:22]([C:24](=[O:31])[NH:25][C:26]2[S:27][CH:28]=[CH:29][N:30]=2)[CH:21]=1)[O:17][C:14]1[CH:15]=[CH:16][C:11]([P:5](=[O:4])([OH:6])[OH:10])=[CH:12][CH:13]=1, predict the reactants needed to synthesize it. The reactants are: C([O:4][P:5]([C:11]1[CH:16]=[CH:15][C:14]([O:17][C:18]2[CH:23]=[C:22]([C:24](=[O:31])[NH:25][C:26]3[S:27][CH:28]=[CH:29][N:30]=3)[CH:21]=[C:20]([S:32][C:33]3[N:34]([CH3:38])[CH:35]=[CH:36][N:37]=3)[CH:19]=2)=[CH:13][CH:12]=1)(=[O:10])[O:6]C(C)C)(C)C.[Br:39][Si](C)(C)C.